This data is from Forward reaction prediction with 1.9M reactions from USPTO patents (1976-2016). The task is: Predict the product of the given reaction. (1) Given the reactants Cl[C:2]([O:4][CH2:5][C:6]1[CH:11]=[CH:10][CH:9]=[CH:8][CH:7]=1)=[O:3].FC(F)(F)C(O)=O.[CH2:19]([CH:21]1[NH:26][CH2:25][CH:24]([CH3:27])[NH:23][C:22]1=[O:28])[CH3:20].C(N(CC)CC)C.O, predict the reaction product. The product is: [CH2:19]([CH:21]1[C:22](=[O:28])[NH:23][CH:24]([CH3:27])[CH2:25][N:26]1[C:2]([O:4][CH2:5][C:6]1[CH:11]=[CH:10][CH:9]=[CH:8][CH:7]=1)=[O:3])[CH3:20]. (2) Given the reactants [NH2:1][C:2]1[C:7]2[N:8]=[CH:9][N:10]([C@H:11]3[C@H:15]([OH:16])[C@H:14]([OH:17])[CH:13]=[CH:12]3)[C:6]=2[CH:5]=[CH:4][N:3]=1, predict the reaction product. The product is: [NH2:1][C:2]1[C:7]2[N:8]=[CH:9][N:10]([C@@H:11]3[CH2:12][CH2:13][C@@H:14]([OH:17])[C@H:15]3[OH:16])[C:6]=2[CH:5]=[CH:4][N:3]=1. (3) Given the reactants [CH3:1][C:2]1([CH2:6][O:7][C:8]2[CH:33]=[CH:32][C:11]3[N:12]([C:15]4[CH:24]=[CH:23][C:22]5[C:17](=[C:18]([N:25]6[CH2:30][CH2:29][CH:28]([NH2:31])[CH2:27][CH2:26]6)[CH:19]=[CH:20][CH:21]=5)[N:16]=4)[CH:13]=[N:14][C:10]=3[CH:9]=2)[CH2:5][O:4][CH2:3]1.[C:34]1([S:40]([OH:43])(=[O:42])=[O:41])[CH:39]=[CH:38][CH:37]=[CH:36][CH:35]=1, predict the reaction product. The product is: [C:34]1([S:40]([OH:43])(=[O:42])=[O:41])[CH:39]=[CH:38][CH:37]=[CH:36][CH:35]=1.[CH3:1][C:2]1([CH2:6][O:7][C:8]2[CH:33]=[CH:32][C:11]3[N:12]([C:15]4[CH:24]=[CH:23][C:22]5[C:17](=[C:18]([N:25]6[CH2:26][CH2:27][CH:28]([NH2:31])[CH2:29][CH2:30]6)[CH:19]=[CH:20][CH:21]=5)[N:16]=4)[CH:13]=[N:14][C:10]=3[CH:9]=2)[CH2:5][O:4][CH2:3]1. (4) Given the reactants [CH3:1][C:2]1[CH:7]=[CH:6][CH:5]=[C:4]([CH3:8])[C:3]=1[N+:9]([O-:11])=[O:10].S(=O)(=O)(O)O.C(O)(=O)C.[I:21]I, predict the reaction product. The product is: [I:21][C:5]1[CH:6]=[CH:7][C:2]([CH3:1])=[C:3]([N+:9]([O-:11])=[O:10])[C:4]=1[CH3:8]. (5) Given the reactants [CH2:1]([O:8][CH:9]1[C@@H:14]([O:15][CH2:16][C:17]2[CH:22]=[CH:21][CH:20]=[CH:19][CH:18]=2)[C@H:13]([O:23][CH2:24][C:25]2[CH:30]=[CH:29][CH:28]=[CH:27][CH:26]=2)[C:12]([CH2:42][O:43]CC2C=CC(OC)=CC=2)([CH2:31]OCC2C=CC(OC)=CC=2)[O:11][C:10]1([C:54]1[CH:59]=[CH:58][C:57]([F:60])=[C:56]([CH2:61]C2C=CC(OC3CCOC3)=CC=2)[CH:55]=1)[OH:53])[C:2]1[CH:7]=[CH:6][CH:5]=[CH:4][CH:3]=1.[C:74]1([O:80][CH3:81])[CH:79]=[CH:78][CH:77]=[CH:76][CH:75]=1.F[C:83](F)(F)[C:84]([OH:86])=O.Cl[CH2:90]Cl, predict the reaction product. The product is: [CH2:24]([O:23][C@H:13]1[C@H:14]([O:15][CH2:16][C:17]2[CH:18]=[CH:19][CH:20]=[CH:21][CH:22]=2)[CH:9]([O:8][CH2:1][C:2]2[CH:7]=[CH:6][CH:5]=[CH:4][CH:3]=2)[C:10]2([C:54]3[CH:59]=[CH:58][C:57]([F:60])=[C:56]([CH2:61][C:77]4[CH:78]=[CH:79][C:74]([O:80][CH:81]5[CH2:83][CH2:84][O:86][CH2:90]5)=[CH:75][CH:76]=4)[CH:55]=3)[O:11][C:12]1([CH2:42][OH:43])[CH2:31][O:53]2)[C:25]1[CH:26]=[CH:27][CH:28]=[CH:29][CH:30]=1. (6) Given the reactants [Cl:1][C:2]1[CH:7]=[CH:6][CH:5]=[CH:4][C:3]=1[CH2:8][CH2:9][NH2:10].C(N(CC)CC)C.[N+:18]([C:21]1[CH:26]=[CH:25][CH:24]=[CH:23][C:22]=1[S:27](Cl)(=[O:29])=[O:28])([O-:20])=[O:19], predict the reaction product. The product is: [Cl:1][C:2]1[CH:7]=[CH:6][CH:5]=[CH:4][C:3]=1[CH2:8][CH2:9][NH:10][S:27]([C:22]1[CH:23]=[CH:24][CH:25]=[CH:26][C:21]=1[N+:18]([O-:20])=[O:19])(=[O:28])=[O:29].